From a dataset of Forward reaction prediction with 1.9M reactions from USPTO patents (1976-2016). Predict the product of the given reaction. (1) Given the reactants Br[C:2]1[S:6][C:5]([C:7]2[CH:8]=[N:9][CH:10]=[C:11]([F:13])[CH:12]=2)=[N:4][C:3]=1[C@@H:14]1[CH2:19][CH2:18][C@H:17]([F:20])[CH2:16][C@H:15]1[C:21]([O:23][CH3:24])=[O:22].CC1(C)C(C)(C)OB([C:33]2[CH:38]=[CH:37][C:36]([N:39]3[CH2:44][CH2:43][S:42](=[O:46])(=[O:45])[CH2:41][CH2:40]3)=[CH:35][CH:34]=2)O1.C1C=C(S([O-])(=O)=O)C=C(P(C2C=CC=C(S([O-])(=O)=O)C=2)C2C=CC=C(S([O-])(=O)=O)C=2)C=1.[Na+].[Na+].[Na+].CN(C=O)C, predict the reaction product. The product is: [O:46]=[S:42]1(=[O:45])[CH2:43][CH2:44][N:39]([C:36]2[CH:37]=[CH:38][C:33]([C:2]3[S:6][C:5]([C:7]4[CH:8]=[N:9][CH:10]=[C:11]([F:13])[CH:12]=4)=[N:4][C:3]=3[C@@H:14]3[CH2:19][CH2:18][C@H:17]([F:20])[CH2:16][C@H:15]3[C:21]([O:23][CH3:24])=[O:22])=[CH:34][CH:35]=2)[CH2:40][CH2:41]1. (2) Given the reactants C([Li])CCC.[CH3:6][C:7]([CH3:21])([CH3:20])[CH2:8][C:9]1[N:10]=[CH:11][N:12]([S:14]([N:17]([CH3:19])[CH3:18])(=[O:16])=[O:15])[CH:13]=1.[F:22][C:23]([F:43])([C:30]1[CH:35]=[CH:34][C:33]([C:36]2[CH:41]=[CH:40][C:39]([F:42])=[CH:38][N:37]=2)=[CH:32][CH:31]=1)[C:24](N(OC)C)=[O:25], predict the reaction product. The product is: [F:43][C:23]([F:22])([C:30]1[CH:31]=[CH:32][C:33]([C:36]2[CH:41]=[CH:40][C:39]([F:42])=[CH:38][N:37]=2)=[CH:34][CH:35]=1)[C:24]([C:11]1[N:12]([S:14]([N:17]([CH3:19])[CH3:18])(=[O:16])=[O:15])[CH:13]=[C:9]([CH2:8][C:7]([CH3:21])([CH3:20])[CH3:6])[N:10]=1)=[O:25]. (3) Given the reactants [F:1][C:2]([F:46])([F:45])[C:3]1[CH:4]=[C:5]([CH:38]=[C:39]([C:41]([F:44])([F:43])[F:42])[CH:40]=1)[CH2:6][N:7]([CH2:21][C:22]1[CH:27]=[C:26]([C:28]([F:31])([F:30])[F:29])[CH:25]=[CH:24][C:23]=1[C:32]1[CH:37]=[CH:36][CH:35]=[CH:34][CH:33]=1)[C:8]1[N:13]=[CH:12][C:11]([O:14][CH2:15][CH2:16][CH2:17][C:18]([OH:20])=[O:19])=[CH:10][N:9]=1.[OH-].[Na+:48], predict the reaction product. The product is: [Na+:48].[F:46][C:2]([F:1])([F:45])[C:3]1[CH:4]=[C:5]([CH:38]=[C:39]([C:41]([F:42])([F:43])[F:44])[CH:40]=1)[CH2:6][N:7]([CH2:21][C:22]1[CH:27]=[C:26]([C:28]([F:31])([F:30])[F:29])[CH:25]=[CH:24][C:23]=1[C:32]1[CH:37]=[CH:36][CH:35]=[CH:34][CH:33]=1)[C:8]1[N:9]=[CH:10][C:11]([O:14][CH2:15][CH2:16][CH2:17][C:18]([O-:20])=[O:19])=[CH:12][N:13]=1. (4) The product is: [OH:4][CH:3]([C:5]1[CH:10]=[CH:9][C:8]([C:11]2[N:15]=[C:14]([C:16]3[C:20]([CH2:21][CH2:22][CH3:23])=[C:19]([C:24]4[CH:29]=[CH:28][CH:27]=[CH:26][CH:25]=4)[O:18][N:17]=3)[O:13][N:12]=2)=[CH:7][CH:6]=1)[CH2:2][N:30]1[CH2:35][CH2:34][CH2:33][CH:32]([C:36]([OH:38])=[O:37])[CH2:31]1. Given the reactants Br[CH2:2][CH:3]([C:5]1[CH:10]=[CH:9][C:8]([C:11]2[N:15]=[C:14]([C:16]3[C:20]([CH2:21][CH2:22][CH3:23])=[C:19]([C:24]4[CH:29]=[CH:28][CH:27]=[CH:26][CH:25]=4)[O:18][N:17]=3)[O:13][N:12]=2)=[CH:7][CH:6]=1)[OH:4].[NH:30]1[CH2:35][CH2:34][CH2:33][CH:32]([C:36]([OH:38])=[O:37])[CH2:31]1.C1CCN2C(=NCCC2)CC1, predict the reaction product.